From a dataset of Forward reaction prediction with 1.9M reactions from USPTO patents (1976-2016). Predict the product of the given reaction. (1) The product is: [C:16]1([C@@H:1]([NH:7][C:8]([N:10]2[CH2:11][CH2:12][CH:13]([C:16]3[CH:21]=[C:20]([F:22])[C:19]([OH:23])=[CH:18][C:17]=3[OH:31])[CH2:14][CH2:15]2)=[O:9])[CH3:2])[CH:21]=[CH:20][CH:19]=[CH:18][CH:17]=1. Given the reactants [C:1]1([NH:7][C:8]([N:10]2[CH2:15][CH2:14][CH:13]([C:16]3[CH:21]=[C:20]([F:22])[C:19]([O:23]CC4C=CC=CC=4)=[CH:18][C:17]=3[O:31]CC3C=CC=CC=3)[CH2:12][CH2:11]2)=[O:9])C=CC=C[CH:2]=1.CO, predict the reaction product. (2) The product is: [OH:30][C:29]1[C:20]([CH:2]2[C:10]3[C:5](=[CH:6][CH:7]=[C:8]4[N:13]=[CH:12][S:11][C:9]4=3)[N:4]([CH2:14][CH2:15][CH:16]([CH3:17])[CH3:18])[C:3]2=[O:19])=[CH:21][C:22]2[O:27][CH2:26][CH2:25][O:24][C:23]=2[CH:28]=1. Given the reactants O[C:2]1([C:20]2[C:29]([OH:30])=[CH:28][C:23]3[O:24][CH2:25][CH2:26][O:27][C:22]=3[CH:21]=2)[C:10]2[C:5](=[CH:6][CH:7]=[C:8]3[N:13]=[CH:12][S:11][C:9]3=2)[N:4]([CH2:14][CH2:15][CH:16]([CH3:18])[CH3:17])[C:3]1=[O:19].C1(C(C2C=CC=CC=2)N2C3C(=CC=CC=3)C(O)(C3C=CC(OC)=CC=3O)C2=O)C=CC=CC=1, predict the reaction product. (3) Given the reactants [C:1]([O:5][C:6]([N:8]1[CH2:13][CH2:12][CH:11]([CH:14]([NH2:23])[CH2:15][C:16]2[CH:21]=[CH:20][CH:19]=[C:18]([Cl:22])[CH:17]=2)[CH2:10][CH2:9]1)=[O:7])([CH3:4])([CH3:3])[CH3:2].N1[CH:29]=[CH:28][CH:27]=[CH:26][CH:25]=1, predict the reaction product. The product is: [C:1]([O:5][C:6]([N:8]1[CH2:13][CH2:12][CH:11]([CH:14]([NH:23][C:6]([O:7][CH2:25][CH:26]2[C:21]3[CH:20]=[CH:19][CH:18]=[CH:17][C:16]=3[C:15]3[C:27]2=[CH:28][CH:29]=[CH:11][CH:14]=3)=[O:5])[CH2:15][C:16]2[CH:21]=[CH:20][CH:19]=[C:18]([Cl:22])[CH:17]=2)[CH2:10][CH2:9]1)=[O:7])([CH3:4])([CH3:2])[CH3:3]. (4) Given the reactants [NH:1]([C:10]([O:12][CH2:13][C:14]1[CH:19]=[CH:18][CH:17]=[CH:16][CH:15]=1)=[O:11])[C@H:2]([C:7]([OH:9])=O)[C:3]([CH3:6])([CH3:5])[CH3:4].C1CCC(NC2CCCCC2)CC1.CN(C(ON1N=NC2C=CC=NC1=2)=[N+](C)C)C.F[P-](F)(F)(F)(F)F.CN1CCOCC1.[C:64]([O:68][C:69]([N:71]1[CH2:75][CH:74]([O:76][C:77]2[CH:82]=[CH:81][C:80]([F:83])=[C:79]([F:84])[CH:78]=2)[CH:73]2[NH:85][CH2:86][CH2:87][CH:72]12)=[O:70])([CH3:67])([CH3:66])[CH3:65], predict the reaction product. The product is: [C:64]([O:68][C:69]([N:71]1[CH2:75][CH:74]([O:76][C:77]2[CH:82]=[CH:81][C:80]([F:83])=[C:79]([F:84])[CH:78]=2)[CH:73]2[N:85]([C:7](=[O:9])[CH:2]([NH:1][C:10]([O:12][CH2:13][C:14]3[CH:19]=[CH:18][CH:17]=[CH:16][CH:15]=3)=[O:11])[C:3]([CH3:4])([CH3:5])[CH3:6])[CH2:86][CH2:87][CH:72]12)=[O:70])([CH3:67])([CH3:65])[CH3:66]. (5) Given the reactants Br[C:2]1[CH:7]=[CH:6][CH:5]=[CH:4][C:3]=1[P:8]([C:19]1[C:28]2[C:23](=[CH:24][CH:25]=[CH:26][CH:27]=2)[CH:22]=[CH:21][CH:20]=1)[C:9]1[C:18]2[C:13](=[CH:14][CH:15]=[CH:16][CH:17]=2)[CH:12]=[CH:11][CH:10]=1.[P:29](Cl)([O:33][CH2:34][CH3:35])[O:30][CH2:31][CH3:32].C([Li])CCC, predict the reaction product. The product is: [C:9]1([P:8]([C:19]2[C:28]3[C:23](=[CH:24][CH:25]=[CH:26][CH:27]=3)[CH:22]=[CH:21][CH:20]=2)[C:3]2[CH:4]=[CH:5][CH:6]=[CH:7][C:2]=2[P:29]([O:33][CH2:34][CH3:35])[O:30][CH2:31][CH3:32])[C:18]2[C:13](=[CH:14][CH:15]=[CH:16][CH:17]=2)[CH:12]=[CH:11][CH:10]=1. (6) Given the reactants N1(C(N2C=CN=C2)=O)C=CN=C1.[C:13]([OH:17])(=O)[C:14]#[CH:15].[F:18][C:19]1[CH:24]=[C:23]([F:25])[CH:22]=[CH:21][C:20]=1[C:26](=[O:39])[CH2:27][C:28]1[NH:32][C:31]2[CH2:33][CH:34]([CH3:38])[CH2:35][CH:36]([CH3:37])[C:30]=2[N:29]=1, predict the reaction product. The product is: [F:18][C:19]1[CH:24]=[C:23]([F:25])[CH:22]=[CH:21][C:20]=1[C:26]([C:27]1[CH:15]=[CH:14][C:13](=[O:17])[N:32]2[C:31]3[CH2:33][CH:34]([CH3:38])[CH2:35][CH:36]([CH3:37])[C:30]=3[NH:29][C:28]=12)=[O:39]. (7) Given the reactants [C:1]([C:5]1[CH:10]=[CH:9][C:8]([S:11]([N:14]([CH2:24][C:25](O)=[O:26])[C:15]2[CH:23]=[C:22]3[C:18]([CH:19]=[N:20][NH:21]3)=[CH:17][CH:16]=2)(=[O:13])=[O:12])=[CH:7][CH:6]=1)([CH3:4])([CH3:3])[CH3:2].[CH2:28]([NH:30][CH2:31][C:32]1[S:33][CH:34]=[CH:35][N:36]=1)[CH3:29], predict the reaction product. The product is: [C:1]([C:5]1[CH:6]=[CH:7][C:8]([S:11]([N:14]([C:15]2[CH:23]=[C:22]3[C:18]([CH:19]=[N:20][NH:21]3)=[CH:17][CH:16]=2)[CH2:24][C:25]([N:30]([CH2:28][CH3:29])[CH2:31][C:32]2[S:33][CH:34]=[CH:35][N:36]=2)=[O:26])(=[O:12])=[O:13])=[CH:9][CH:10]=1)([CH3:3])([CH3:2])[CH3:4]. (8) The product is: [NH2:15][C:14]1[CH:32]=[CH:33][C:11]([N:8]2[CH2:7][CH:10]([OH:36])[CH2:9]2)=[CH:12][CH:13]=1. Given the reactants OCC(N1[CH2:10][CH2:9][N:8]([C:11]2[CH:33]=[CH:32][C:14]([NH:15]C3N=C(C4N(C(C)C)C(C)=NC=4)C(Cl)=CN=3)=[CH:13][CH:12]=2)[CH2:7]C1)=O.CC[OH:36], predict the reaction product. (9) Given the reactants [N+:1]([C:4]1[C:10]([C:11]([F:14])([F:13])[F:12])=[CH:9][CH:8]=[CH:7][C:5]=1[NH2:6])([O-:3])=[O:2].I[C:16]1[CH:17]=[C:18]([O:22][CH3:23])[CH:19]=[CH:20][CH:21]=1.CC(C1C=C(C(C)C)C(C2C=CC=CC=2P(C2CCCCC2)C2CCCCC2)=C(C(C)C)C=1)C.C([O-])([O-])=O.[K+].[K+], predict the reaction product. The product is: [CH3:23][O:22][C:18]1[CH:17]=[C:16]([NH:6][C:5]2[CH:7]=[CH:8][CH:9]=[C:10]([C:11]([F:12])([F:13])[F:14])[C:4]=2[N+:1]([O-:3])=[O:2])[CH:21]=[CH:20][CH:19]=1. (10) Given the reactants Cl[C:2]1[C:7](Cl)=[N:6][CH:5]=[CH:4][N:3]=1.[F:9][C:10]1[CH:16]=[CH:15][C:13]([NH2:14])=[CH:12][CH:11]=1, predict the reaction product. The product is: [F:9][C:10]1[CH:16]=[CH:15][C:13]([NH:14][C:2]2[C:7]([NH:14][C:13]3[CH:15]=[CH:16][C:10]([F:9])=[CH:11][CH:12]=3)=[N:6][CH:5]=[CH:4][N:3]=2)=[CH:12][CH:11]=1.